Dataset: Full USPTO retrosynthesis dataset with 1.9M reactions from patents (1976-2016). Task: Predict the reactants needed to synthesize the given product. The reactants are: Cl[C:2]1[C:7]2[CH2:8][N:9]([CH:12]([C:14]3[CH:19]=[C:18]([CH3:20])[C:17]([O:21][CH2:22][CH:23]([F:25])[F:24])=[CH:16][N:15]=3)[CH3:13])[C:10](=[O:11])[C:6]=2[CH:5]=[CH:4][N:3]=1.[CH:26]([O:28][C:29]1[CH:34]=[CH:33][CH:32]=[CH:31][CH:30]=1)=[O:27]. Given the product [F:24][CH:23]([F:25])[CH2:22][O:21][C:17]1[C:18]([CH3:20])=[CH:19][C:14]([CH:12]([N:9]2[C:10](=[O:11])[C:6]3[CH:5]=[CH:4][N:3]=[C:2]([C:26]([O:28][C:29]4[CH:34]=[CH:33][CH:32]=[CH:31][CH:30]=4)=[O:27])[C:7]=3[CH2:8]2)[CH3:13])=[N:15][CH:16]=1, predict the reactants needed to synthesize it.